This data is from Full USPTO retrosynthesis dataset with 1.9M reactions from patents (1976-2016). The task is: Predict the reactants needed to synthesize the given product. (1) Given the product [C:57]([C:56]1[CH:59]=[CH:60][C:53]([CH3:52])=[C:54]([NH:61][CH:62]2[CH2:67][CH2:66][N:65]([C:25](=[O:27])[CH2:24][NH:23][C:21]([C:18]3[CH:17]=[C:16]([C:10]4[CH:11]=[CH:12][CH:13]=[CH:14][CH:15]=4)[NH:20][N:19]=3)=[O:22])[CH2:64][CH2:63]2)[CH:55]=1)#[N:58], predict the reactants needed to synthesize it. The reactants are: CCN(C(C)C)C(C)C.[C:10]1([C:16]2[NH:20][N:19]=[C:18]([C:21]([NH:23][CH2:24][C:25]([OH:27])=O)=[O:22])[CH:17]=2)[CH:15]=[CH:14][CH:13]=[CH:12][CH:11]=1.C1C=CC2N(O)N=NC=2C=1.CCN=C=NCCCN(C)C.Cl.Cl.Cl.[CH3:52][C:53]1[CH:60]=[CH:59][C:56]([C:57]#[N:58])=[CH:55][C:54]=1[NH:61][CH:62]1[CH2:67][CH2:66][NH:65][CH2:64][CH2:63]1.Cl.Cl.N1CCC(NC2C=CC=CC=2C(F)(F)F)CC1. (2) Given the product [F:30][C:31]1[CH:38]=[CH:37][C:34]([CH2:35][N:1]2[CH:5]=[C:4]([C:6]3[CH:11]=[C:10]([C:12]4[N:13]=[N:14][NH:15][C:16]=4[C:17]([F:19])([F:20])[F:18])[CH:9]=[CH:8][N:7]=3)[N:3]=[CH:2]2)=[CH:33][CH:32]=1, predict the reactants needed to synthesize it. The reactants are: [NH:1]1[CH:5]=[C:4]([C:6]2[CH:11]=[C:10]([C:12]3[N:13]=[N:14][N:15](CC4C=CC(OC)=CC=4)[C:16]=3[C:17]([F:20])([F:19])[F:18])[CH:9]=[CH:8][N:7]=2)[N:3]=[CH:2]1.[F:30][C:31]1[CH:38]=[CH:37][C:34]([CH2:35]Br)=[CH:33][CH:32]=1.C([O-])([O-])=O.[K+].[K+].